From a dataset of Reaction yield outcomes from USPTO patents with 853,638 reactions. Predict the reaction yield, written as a fraction of the theoretical maximum amount of product (1.0 means a 100% yield; for example, 0.34 means a 34% yield). (1) The reactants are [C:1](O)(=[O:4])CC.[Cl:6][C:7]1[C:25]([C:26]([F:29])([F:28])[F:27])=[CH:24][CH:23]=[CH:22][C:8]=1[CH2:9][NH:10][C:11](=[O:21])[CH:12]([C:14]1[CH:19]=[CH:18][CH:17]=[CH:16][C:15]=1Cl)[CH3:13]. No catalyst specified. The product is [Cl:6][C:7]1[C:25]([C:26]([F:29])([F:28])[F:27])=[CH:24][CH:23]=[CH:22][C:8]=1[CH2:9][NH:10][C:11](=[O:21])[CH:12]([C:14]1[CH:19]=[CH:18][CH:17]=[CH:16][C:15]=1[O:4][CH3:1])[CH3:13]. The yield is 0.420. (2) The reactants are Br[C:2]1[C:14]2[C:13]3[C:8](=[CH:9][C:10]([C:15]([OH:18])([CH3:17])[CH3:16])=[CH:11][CH:12]=3)[NH:7][C:6]=2[C:5]([C:19]([NH2:21])=[O:20])=[CH:4][CH:3]=1.[CH3:22][C:23]1[C:28](B2OC(C)(C)C(C)(C)O2)=[CH:27][CH:26]=[CH:25][C:24]=1[N:38]1[C:43](=[O:44])[CH:42]=[C:41]2[S:45][CH:46]=[CH:47][N:40]2[C:39]1=[O:48].C([O-])([O-])=O.[Cs+].[Cs+]. The catalyst is C1COCC1.O.C1C=CC(P(C2C=CC=CC=2)[C-]2C=CC=C2)=CC=1.C1C=CC(P(C2C=CC=CC=2)[C-]2C=CC=C2)=CC=1.Cl[Pd]Cl.[Fe+2].C(Cl)Cl. The product is [O:48]=[C:39]1[N:40]2[CH:47]=[CH:46][S:45][C:41]2=[CH:42][C:43](=[O:44])[N:38]1[C:24]1[C:23]([CH3:22])=[C:28]([C:2]2[C:14]3[C:13]4[C:8](=[CH:9][C:10]([C:15]([OH:18])([CH3:17])[CH3:16])=[CH:11][CH:12]=4)[NH:7][C:6]=3[C:5]([C:19]([NH2:21])=[O:20])=[CH:4][CH:3]=2)[CH:27]=[CH:26][CH:25]=1. The yield is 0.560. (3) The reactants are [Br:1][C:2]1[CH:14]=[CH:13][C:5]([CH2:6][CH:7]2[CH2:12][CH2:11][CH2:10][CH2:9][NH:8]2)=[CH:4][CH:3]=1.[CH:15](=O)[C:16]1[CH:21]=[CH:20][CH:19]=[CH:18][CH:17]=1.C([BH3-])#N.[Na+].C(=O)(O)[O-].[Na+]. The catalyst is C(O)(=O)C.CO. The product is [CH2:15]([N:8]1[CH2:9][CH2:10][CH2:11][CH2:12][CH:7]1[CH2:6][C:5]1[CH:13]=[CH:14][C:2]([Br:1])=[CH:3][CH:4]=1)[C:16]1[CH:21]=[CH:20][CH:19]=[CH:18][CH:17]=1. The yield is 0.520. (4) The reactants are [N:1]([CH2:4][C:5]([C:7]1[CH:8]=[C:9]2[C:13](=[CH:14][CH:15]=1)[NH:12][C:11](=[O:16])[CH2:10]2)=[O:6])=[N+]=[N-].[C:17](Cl)(=O)[C:18]1[CH:23]=[CH:22][CH:21]=[CH:20][CH:19]=1.CCN(C(C)C)C(C)C.O. The catalyst is CN(C=O)C.[Pd].CCOC(C)=O. The product is [C:18]1([C:17]2[O:6][C:5]([C:7]3[CH:8]=[C:9]4[C:13](=[CH:14][CH:15]=3)[NH:12][C:11](=[O:16])[CH2:10]4)=[CH:4][N:1]=2)[CH:23]=[CH:22][CH:21]=[CH:20][CH:19]=1. The yield is 0.240.